From a dataset of Catalyst prediction with 721,799 reactions and 888 catalyst types from USPTO. Predict which catalyst facilitates the given reaction. (1) Reactant: C1(S([N:10]2[C:14]3=[N:15][CH:16]=[C:17]([CH2:19][CH2:20][CH2:21][CH2:22][C:23]4[S:27][C:26]([NH2:28])=[N:25][N:24]=4)[CH:18]=[C:13]3[CH:12]=[CH:11]2)(=O)=O)C=CC=CC=1.C1(S(N2C3=NC=C(C#CCCC#N)C=C3C=C2)(=O)=O)C=CC=CC=1.[C:53]1([CH2:59][C:60](Cl)=[O:61])[CH:58]=[CH:57][CH:56]=[CH:55][CH:54]=1.[OH-].[Na+]. Product: [NH:10]1[C:14]2=[N:15][CH:16]=[C:17]([CH2:19][CH2:20][CH2:21][CH2:22][C:23]3[S:27][C:26]([NH:28][C:60](=[O:61])[CH2:59][C:53]4[CH:58]=[CH:57][CH:56]=[CH:55][CH:54]=4)=[N:25][N:24]=3)[CH:18]=[C:13]2[CH:12]=[CH:11]1. The catalyst class is: 17. (2) The catalyst class is: 16. Reactant: F[C:2]1[N:7]=[CH:6][C:5]([C:8]2[C:17]3[C:12](=[CH:13][C:14]([O:20][CH3:21])=[C:15]([O:18][CH3:19])[CH:16]=3)[N:11]=[N:10][CH:9]=2)=[CH:4][C:3]=1[CH3:22].[N:23]1[C:32]2[CH2:31][CH2:30][CH2:29][CH:28]([NH2:33])[C:27]=2[CH:26]=[CH:25][CH:24]=1. Product: [CH3:19][O:18][C:15]1[CH:16]=[C:17]2[C:12](=[CH:13][C:14]=1[O:20][CH3:21])[N:11]=[N:10][CH:9]=[C:8]2[C:5]1[CH:4]=[C:3]([CH3:22])[C:2]([NH:33][CH:28]2[CH2:29][CH2:30][CH2:31][C:32]3[N:23]=[CH:24][CH:25]=[CH:26][C:27]2=3)=[N:7][CH:6]=1. (3) Reactant: [H-].[Na+].[F:3][C:4]1[CH:12]=[C:11]2[C:7]([C:8](=[O:14])[C:9](=[O:13])[NH:10]2)=[CH:6][CH:5]=1.[CH3:15][O:16][C:17](=[O:26])[CH:18](Br)[CH2:19][CH:20]1[CH2:24][CH2:23][CH2:22][CH2:21]1. Product: [CH3:15][O:16][C:17](=[O:26])[CH:18]([N:10]1[C:11]2[C:7](=[CH:6][CH:5]=[C:4]([F:3])[CH:12]=2)[C:8](=[O:14])[C:9]1=[O:13])[CH2:19][CH:20]1[CH2:21][CH2:22][CH2:23][CH2:24]1. The catalyst class is: 35. (4) Reactant: [Br:1][C:2]1[N:7]=[C:6]([NH2:8])[CH:5]=[CH:4][CH:3]=1.[Cl:9]N1C(=O)CCC1=O. Product: [Br:1][C:2]1[N:7]=[C:6]([NH2:8])[CH:5]=[CH:4][C:3]=1[Cl:9]. The catalyst class is: 10. (5) Reactant: [C:1]([O:5][C:6]([N:8]1[CH2:13][CH2:12][N:11]([CH2:14][C:15]2[CH:20]=[CH:19][C:18]([NH:21][C:22]3[C:27]([C:28]([O:30][CH2:31][CH3:32])=[O:29])=[C:26]([CH3:33])[N:25]=[C:24]([N:34]4[CH2:39][CH2:38][O:37][CH2:36][CH2:35]4)[N:23]=3)=[CH:17][CH:16]=2)[CH2:10][CH2:9]1)=[O:7])([CH3:4])([CH3:3])[CH3:2].CO[CH:42](OC)[N:43]([CH3:45])[CH3:44].O. Product: [C:1]([O:5][C:6]([N:8]1[CH2:13][CH2:12][N:11]([CH2:14][C:15]2[CH:20]=[CH:19][C:18]([NH:21][C:22]3[C:27]([C:28]([O:30][CH2:31][CH3:32])=[O:29])=[C:26](/[CH:33]=[CH:42]/[N:43]([CH3:45])[CH3:44])[N:25]=[C:24]([N:34]4[CH2:35][CH2:36][O:37][CH2:38][CH2:39]4)[N:23]=3)=[CH:17][CH:16]=2)[CH2:10][CH2:9]1)=[O:7])([CH3:2])([CH3:3])[CH3:4]. The catalyst class is: 3. (6) Reactant: [F:1][C:2]([F:19])([F:18])[C:3]1[N:8]=[CH:7][C:6]([O:9][C:10]2[CH:17]=[CH:16][C:13]([CH:14]=O)=[CH:12][CH:11]=2)=[CH:5][N:4]=1.[CH3:20][NH2:21]. Product: [CH3:20][NH:21][CH2:14][C:13]1[CH:16]=[CH:17][C:10]([O:9][C:6]2[CH:5]=[N:4][C:3]([C:2]([F:19])([F:18])[F:1])=[N:8][CH:7]=2)=[CH:11][CH:12]=1. The catalyst class is: 8. (7) Reactant: [C:1]1([CH2:7][CH2:8][C:9](OC)=[O:10])[CH:6]=[CH:5][CH:4]=[CH:3][CH:2]=1.C[SiH](C)O[SiH](C)C.[F-].C([N+](CCCC)(CCCC)CCCC)CCC. Product: [C:1]1([CH2:7][CH2:8][CH2:9][OH:10])[CH:6]=[CH:5][CH:4]=[CH:3][CH:2]=1. The catalyst class is: 1. (8) Reactant: [NH2:1][C:2]1[CH:10]=[CH:9][C:5]([C:6]([NH2:8])=[O:7])=[C:4]([F:11])[CH:3]=1.Cl[C:13]1[N:18]=[C:17]([NH:19][CH2:20][C:21]2[C:22]([N:27]([CH3:32])[S:28]([CH3:31])(=[O:30])=[O:29])=[N:23][CH:24]=[CH:25][CH:26]=2)[C:16]([C:33]([F:36])([F:35])[F:34])=[CH:15][N:14]=1.FC(F)(F)[C:39]([OH:41])=[O:40].CS(C)=O. Product: [CH:39]([OH:41])=[O:40].[F:11][C:4]1[CH:3]=[C:2]([NH:1][C:13]2[N:18]=[C:17]([NH:19][CH2:20][C:21]3[C:22]([N:27]([CH3:32])[S:28]([CH3:31])(=[O:30])=[O:29])=[N:23][CH:24]=[CH:25][CH:26]=3)[C:16]([C:33]([F:34])([F:36])[F:35])=[CH:15][N:14]=2)[CH:10]=[CH:9][C:5]=1[C:6]([NH2:8])=[O:7]. The catalyst class is: 41. (9) The catalyst class is: 96. Product: [CH:34]1([N:33]([CH:28]2[CH2:29][CH2:30][CH2:31][CH2:32]2)[C:7]([NH:1][C:2]2[S:3][CH:4]=[CH:5][N:6]=2)=[O:8])[CH2:35][CH2:36][CH2:37][CH2:38]1. Reactant: [NH2:1][C:2]1[S:3][CH:4]=[CH:5][N:6]=1.[C:7](N1C=CN=C1)(N1C=CN=C1)=[O:8].CN(C1C=CC=CN=1)C.[CH:28]1([NH:33][CH:34]2[CH2:38][CH2:37][CH2:36][CH2:35]2)[CH2:32][CH2:31][CH2:30][CH2:29]1.